Dataset: Peptide-MHC class II binding affinity with 134,281 pairs from IEDB. Task: Regression. Given a peptide amino acid sequence and an MHC pseudo amino acid sequence, predict their binding affinity value. This is MHC class II binding data. (1) The peptide sequence is DFREFSRAKGLNQEI. The MHC is HLA-DQA10501-DQB10201 with pseudo-sequence HLA-DQA10501-DQB10201. The binding affinity (normalized) is 0.198. (2) The peptide sequence is ISFCNANPGLMKDVA. The MHC is HLA-DQA10401-DQB10402 with pseudo-sequence HLA-DQA10401-DQB10402. The binding affinity (normalized) is 0.145.